From a dataset of NCI-60 drug combinations with 297,098 pairs across 59 cell lines. Regression. Given two drug SMILES strings and cell line genomic features, predict the synergy score measuring deviation from expected non-interaction effect. Drug 1: C1=CN(C(=O)N=C1N)C2C(C(C(O2)CO)O)O.Cl. Drug 2: CCC(=C(C1=CC=CC=C1)C2=CC=C(C=C2)OCCN(C)C)C3=CC=CC=C3.C(C(=O)O)C(CC(=O)O)(C(=O)O)O. Cell line: NCI-H226. Synergy scores: CSS=11.8, Synergy_ZIP=-2.72, Synergy_Bliss=2.75, Synergy_Loewe=-6.30, Synergy_HSA=1.78.